Dataset: Forward reaction prediction with 1.9M reactions from USPTO patents (1976-2016). Task: Predict the product of the given reaction. Given the reactants [F-].C([N+](CCCC)(CCCC)CCCC)CCC.[Si]([O:26][CH2:27][CH2:28][CH:29]([C:31]1[C:32]([Cl:37])=[N:33][CH:34]=[CH:35][CH:36]=1)[OH:30])(C(C)(C)C)(C)C, predict the reaction product. The product is: [Cl:37][C:32]1[C:31]([CH:29]([OH:30])[CH2:28][CH2:27][OH:26])=[CH:36][CH:35]=[CH:34][N:33]=1.